Task: Predict the reaction yield, written as a fraction of the theoretical maximum amount of product (1.0 means a 100% yield; for example, 0.34 means a 34% yield).. Dataset: Reaction yield outcomes from USPTO patents with 853,638 reactions (1) The reactants are [F:1][C:2]1[CH:3]=[C:4]([CH:21]=[CH:22][C:23]=1[F:24])[CH2:5][NH:6][C:7]([C:9]1[CH:14]=[C:13]([C:15]([OH:17])=[O:16])[N:12]2[N:18]=[CH:19][CH:20]=[C:11]2[N:10]=1)=[O:8].[Si](C=[N+]=[N-])(C)(C)[CH3:26]. The catalyst is CO.C1C=CC=CC=1. The product is [CH3:26][O:16][C:15]([C:13]1[N:12]2[N:18]=[CH:19][CH:20]=[C:11]2[N:10]=[C:9]([C:7](=[O:8])[NH:6][CH2:5][C:4]2[CH:21]=[CH:22][C:23]([F:24])=[C:2]([F:1])[CH:3]=2)[CH:14]=1)=[O:17]. The yield is 0.600. (2) The reactants are CC1(C)C(C)(C)OB([C:9]2[CH2:14][CH2:13][N:12]([C:15]([O:17][C:18]([CH3:21])([CH3:20])[CH3:19])=[O:16])[CH2:11][CH:10]=2)O1.C(COC)OC.[CH2:29]([O:36][C:37]1[CH:42]=[CH:41][C:40](Br)=[CH:39][CH:38]=1)[C:30]1[CH:35]=[CH:34][CH:33]=[CH:32][CH:31]=1.C(=O)([O-])[O-].[Na+].[Na+]. The catalyst is Cl[Pd](Cl)([P](C1C=CC=CC=1)(C1C=CC=CC=1)C1C=CC=CC=1)[P](C1C=CC=CC=1)(C1C=CC=CC=1)C1C=CC=CC=1.O. The product is [CH2:29]([O:36][C:37]1[CH:42]=[CH:41][C:40]([C:9]2[CH2:14][CH2:13][N:12]([C:15]([O:17][C:18]([CH3:19])([CH3:20])[CH3:21])=[O:16])[CH2:11][CH:10]=2)=[CH:39][CH:38]=1)[C:30]1[CH:35]=[CH:34][CH:33]=[CH:32][CH:31]=1. The yield is 0.820. (3) The reactants are [Cl-].O[NH3+:3].[C:4](=[O:7])([O-])[OH:5].[Na+].CS(C)=O.[CH2:13]([C:17]1[N:18]=[C:19]([CH3:48])[N:20]([C:39]2[CH:44]=[CH:43][C:42]([O:45][CH3:46])=[C:41]([CH3:47])[CH:40]=2)[C:21](=[O:38])[C:22]=1[CH2:23][C:24]1[CH:29]=[CH:28][C:27]([C:30]2[C:31]([C:36]#[N:37])=[CH:32][CH:33]=[CH:34][CH:35]=2)=[CH:26][CH:25]=1)[CH2:14][CH2:15][CH3:16]. The catalyst is O.C(OCC)(=O)C. The product is [CH2:13]([C:17]1[N:18]=[C:19]([CH3:48])[N:20]([C:39]2[CH:44]=[CH:43][C:42]([O:45][CH3:46])=[C:41]([CH3:47])[CH:40]=2)[C:21](=[O:38])[C:22]=1[CH2:23][C:24]1[CH:25]=[CH:26][C:27]([C:30]2[CH:35]=[CH:34][CH:33]=[CH:32][C:31]=2[C:36]2[NH:3][C:4](=[O:7])[O:5][N:37]=2)=[CH:28][CH:29]=1)[CH2:14][CH2:15][CH3:16]. The yield is 0.650. (4) The reactants are C[O:2][C:3]([C:5]1[CH:6]=[C:7]2[C:15](=[CH:16][CH:17]=1)[NH:14][C:13]1[C:12](=[O:18])[NH:11][CH2:10][C:9]([CH3:20])([CH3:19])[C:8]2=1)=[O:4].O[Li].O.C1COCC1.O. The catalyst is CO. The product is [CH3:19][C:9]1([CH3:20])[C:8]2[C:7]3[C:15](=[CH:16][CH:17]=[C:5]([C:3]([OH:4])=[O:2])[CH:6]=3)[NH:14][C:13]=2[C:12](=[O:18])[NH:11][CH2:10]1. The yield is 0.890. (5) The reactants are Br[C:2]1[CH:3]=[CH:4][C:5]([F:26])=[C:6]([C:8]2([C:19]3[CH:24]=[CH:23][N:22]=[C:21]([CH3:25])[CH:20]=3)[C:16]3[C:11](=[C:12]([F:17])[CH:13]=[CH:14][CH:15]=3)[C:10]([NH2:18])=[N:9]2)[CH:7]=1.[F:27][C:28]1[CH:29]=[C:30](B(O)O)[CH:31]=[N:32][CH:33]=1. No catalyst specified. The product is [F:17][C:12]1[CH:13]=[CH:14][CH:15]=[C:16]2[C:11]=1[C:10]([NH2:18])=[N:9][C:8]2([C:6]1[CH:7]=[C:2]([C:30]2[CH:31]=[N:32][CH:33]=[C:28]([F:27])[CH:29]=2)[CH:3]=[CH:4][C:5]=1[F:26])[C:19]1[CH:24]=[CH:23][N:22]=[C:21]([CH3:25])[CH:20]=1. The yield is 0.410.